Predict the reactants needed to synthesize the given product. From a dataset of Full USPTO retrosynthesis dataset with 1.9M reactions from patents (1976-2016). (1) Given the product [CH2:20]([N:21]([CH2:24][CH3:25])[CH2:22][CH2:23][O:16][C:13]1[CH:14]=[CH:15][C:10]([N+:7]([O-:9])=[O:8])=[CH:11][CH:12]=1)[CH3:19], predict the reactants needed to synthesize it. The reactants are: C(=O)([O-])[O-].[K+].[K+].[N+:7]([C:10]1[CH:15]=[CH:14][C:13]([OH:16])=[CH:12][CH:11]=1)([O-:9])=[O:8].Cl.Cl[CH2:19][CH2:20][N:21]([CH2:24][CH3:25])[CH2:22][CH3:23].C(=O)([O-])[O-].[Na+].[Na+]. (2) Given the product [C:19]1([O:25][S:26]([O-:29])(=[O:28])=[O:27])[CH:20]=[CH:21][CH:22]=[CH:23][CH:24]=1.[C:13]1([I+:12][C:6]2[CH:7]=[CH:8][CH:9]=[CH:10][CH:11]=2)[CH:14]=[CH:15][CH:16]=[CH:17][CH:18]=1, predict the reactants needed to synthesize it. The reactants are: S([O-])(O)(=O)=O.[C:6]1([I+:12][C:13]2[CH:18]=[CH:17][CH:16]=[CH:15][CH:14]=2)[CH:11]=[CH:10][CH:9]=[CH:8][CH:7]=1.[C:19]1([O:25][S:26]([O-:29])(=[O:28])=[O:27])[CH:24]=[CH:23][CH:22]=[CH:21][CH:20]=1.C[N+](C)(C)C. (3) Given the product [Cl:1][C:2]1[C:10]([Cl:11])=[CH:9][CH:8]=[CH:7][C:3]=1[C:4]([NH:21][CH2:20][CH:19]([C:16]1[CH:17]=[N:18][C:13]([CH3:12])=[N:14][CH:15]=1)[CH:22]1[CH2:23][CH2:24][O:25][CH2:26][CH2:27]1)=[O:6], predict the reactants needed to synthesize it. The reactants are: [Cl:1][C:2]1[C:10]([Cl:11])=[CH:9][CH:8]=[CH:7][C:3]=1[C:4]([OH:6])=O.[CH3:12][C:13]1[N:18]=[CH:17][C:16]([CH:19]([CH:22]2[CH2:27][CH2:26][O:25][CH2:24][CH2:23]2)[CH2:20][NH2:21])=[CH:15][N:14]=1.